Dataset: Forward reaction prediction with 1.9M reactions from USPTO patents (1976-2016). Task: Predict the product of the given reaction. (1) Given the reactants [F:1][C:2]1[CH:7]=[CH:6][C:5]([C:8]2[NH:30][C:11]3[N:12]=[CH:13][N:14]=[C:15]([N:16]4[CH2:21][CH2:20][N:19](C(OC(C)(C)C)=O)[C@H:18]([CH3:29])[CH2:17]4)[C:10]=3[CH:9]=2)=[CH:4][CH:3]=1, predict the reaction product. The product is: [F:1][C:2]1[CH:7]=[CH:6][C:5]([C:8]2[NH:30][C:11]3[N:12]=[CH:13][N:14]=[C:15]([N:16]4[CH2:21][CH2:20][NH:19][C@H:18]([CH3:29])[CH2:17]4)[C:10]=3[CH:9]=2)=[CH:4][CH:3]=1. (2) Given the reactants [Cl:1][C:2]1[CH:7]=[CH:6][C:5]([CH2:8][NH2:9])=[CH:4][CH:3]=1.[OH:10][C@H:11]1[CH2:15][N:14]([C:16](=[O:24])[CH2:17][C:18]2[O:22][N:21]=[C:20]([CH3:23])[CH:19]=2)[C@H:13]([C:25](O)=[O:26])[CH2:12]1.CCN(C(C)C)C(C)C.CN(C(ON1N=NC2C=CC=NC1=2)=[N+](C)C)C.F[P-](F)(F)(F)(F)F, predict the reaction product. The product is: [Cl:1][C:2]1[CH:7]=[CH:6][C:5]([CH2:8][NH:9][C:25]([C@@H:13]2[CH2:12][C@@H:11]([OH:10])[CH2:15][N:14]2[C:16](=[O:24])[CH2:17][C:18]2[O:22][N:21]=[C:20]([CH3:23])[CH:19]=2)=[O:26])=[CH:4][CH:3]=1.